This data is from Forward reaction prediction with 1.9M reactions from USPTO patents (1976-2016). The task is: Predict the product of the given reaction. (1) Given the reactants [CH3:1][N:2]([CH2:4][C:5]1[C:13]2[O:12][N:11]=[C:10]([CH2:14][CH2:15][CH:16]3[CH2:21][CH2:20][NH:19][CH2:18][CH2:17]3)[C:9]=2[CH:8]=[CH:7][C:6]=1[C:22]1[CH:27]=[CH:26][CH:25]=[CH:24][CH:23]=1)[CH3:3].F[C:29]1[CH:34]=[CH:33][CH:32]=[CH:31][N:30]=1.O.[F-].C([N+](CCCC)(CCCC)CCCC)CCC.O, predict the reaction product. The product is: [CH3:1][N:2]([CH2:4][C:5]1[C:13]2[O:12][N:11]=[C:10]([CH2:14][CH2:15][CH:16]3[CH2:17][CH2:18][N:19]([C:29]4[CH:34]=[CH:33][CH:32]=[CH:31][N:30]=4)[CH2:20][CH2:21]3)[C:9]=2[CH:8]=[CH:7][C:6]=1[C:22]1[CH:27]=[CH:26][CH:25]=[CH:24][CH:23]=1)[CH3:3]. (2) Given the reactants [F:1][C:2]([F:16])([F:15])[C:3]1[N:8]=[CH:7][C:6]([CH:9]2[CH2:13][CH2:12][CH2:11][C:10]2=[O:14])=[CH:5][CH:4]=1.[Li+].CC([N-]C(C)C)C.[C:25](C#N)(=[O:29])[O:26][CH2:27][CH3:28], predict the reaction product. The product is: [O:14]=[C:10]1[CH:9]([C:6]2[CH:7]=[N:8][C:3]([C:2]([F:1])([F:15])[F:16])=[CH:4][CH:5]=2)[CH2:13][CH2:12][CH:11]1[C:25]([O:26][CH2:27][CH3:28])=[O:29]. (3) Given the reactants [CH3:1][C:2]1([CH3:22])[C@H:6]([C:7]2[CH:12]=[CH:11][C:10]([CH3:13])=[CH:9][CH:8]=2)[C:5]2[C:14]([CH3:21])=[C:15]([NH2:20])[C:16]([CH3:19])=[C:17]([CH3:18])[C:4]=2[O:3]1.[CH3:23][O:24][C:25]1[CH:30]=[CH:29][C:28]([CH:31]([CH3:35])C(O)=O)=[CH:27][CH:26]=1.[C:36](OCC)(=[O:38])C.CCCCCC, predict the reaction product. The product is: [CH3:23][O:24][C:25]1[CH:26]=[CH:27][C:28]([CH2:31][CH2:35][C:36]([NH:20][C:15]2[C:16]([CH3:19])=[C:17]([CH3:18])[C:4]3[O:3][C:2]([CH3:22])([CH3:1])[C@H:6]([C:7]4[CH:8]=[CH:9][C:10]([CH3:13])=[CH:11][CH:12]=4)[C:5]=3[C:14]=2[CH3:21])=[O:38])=[CH:29][CH:30]=1.